This data is from Cav3 T-type calcium channel HTS with 100,875 compounds. The task is: Binary Classification. Given a drug SMILES string, predict its activity (active/inactive) in a high-throughput screening assay against a specified biological target. (1) The compound is S(=O)(=O)(N1CCOCC1)c1ccc(cc1)CCC(OCC(=O)c1cc2NC(=O)COc2cc1)=O. The result is 0 (inactive). (2) The result is 0 (inactive). The drug is Fc1c(N2CCN(C3CCN(CC3)C(=O)C)CC2)cccc1. (3) The compound is S1(=O)(=O)CC(NCCCO)C(O)C1. The result is 0 (inactive). (4) The drug is Clc1cc(C(=O)N2CCN(C(Cc3ccccc3)COCc3ccccc3)C(=O)CC2)ccc1Cl. The result is 1 (active).